From a dataset of Reaction yield outcomes from USPTO patents with 853,638 reactions. Predict the reaction yield, written as a fraction of the theoretical maximum amount of product (1.0 means a 100% yield; for example, 0.34 means a 34% yield). (1) The reactants are [F:1][C:2]1[C:3]([CH3:25])=[C:4]([C@:8]2([C:21]([O:23][CH3:24])=[O:22])[CH2:12][CH2:11][C:10](OS(C(F)(F)F)(=O)=O)=[CH:9]2)[CH:5]=[CH:6][CH:7]=1.[S:26]1[C:30]2[CH:31]=[CH:32][C:33](B(O)O)=[CH:34][C:29]=2[N:28]=[CH:27]1.[F-].[Cs+].COCCOC. The catalyst is C1(P(C2C=CC=CC=2)C2C=CC=CC=2)C=CC=CC=1.C1(P(C2C=CC=CC=2)C2C=CC=CC=2)C=CC=CC=1.C1(P(C2C=CC=CC=2)C2C=CC=CC=2)C=CC=CC=1.C1(P(C2C=CC=CC=2)C2C=CC=CC=2)C=CC=CC=1.[Pd].CO. The product is [S:26]1[C:30]2[CH:31]=[CH:32][C:33]([C:10]3[CH2:11][CH2:12][C@:8]([C:4]4[CH:5]=[CH:6][CH:7]=[C:2]([F:1])[C:3]=4[CH3:25])([C:21]([O:23][CH3:24])=[O:22])[CH:9]=3)=[CH:34][C:29]=2[N:28]=[CH:27]1. The yield is 0.860. (2) The reactants are [F:1][C:2]([F:12])([F:11])[C:3]1[CH:8]=[CH:7][N:6]=[CH:5][C:4]=1[CH2:9]O.P(Br)(Br)[Br:14].O. The catalyst is C(OCC)C. The product is [Br:14][CH2:9][C:4]1[CH:5]=[N:6][CH:7]=[CH:8][C:3]=1[C:2]([F:12])([F:11])[F:1]. The yield is 0.753. (3) The reactants are [H-].[Na+].[CH3:3][N:4]1[CH2:9][CH:8]=[C:7]([C:10]2[C:18]3[C:13](=[CH:14][CH:15]=[C:16]([N+:19]([O-:21])=[O:20])[CH:17]=3)[NH:12][CH:11]=2)[CH2:6][CH2:5]1.[CH:22]1([S:28](Cl)(=[O:30])=[O:29])[CH2:27][CH2:26][CH2:25][CH2:24][CH2:23]1.O. The catalyst is CN(C)C=O. The product is [CH:22]1([S:28]([N:12]2[C:13]3[C:18](=[CH:17][C:16]([N+:19]([O-:21])=[O:20])=[CH:15][CH:14]=3)[C:10]([C:7]3[CH2:6][CH2:5][N:4]([CH3:3])[CH2:9][CH:8]=3)=[CH:11]2)(=[O:30])=[O:29])[CH2:27][CH2:26][CH2:25][CH2:24][CH2:23]1. The yield is 0.570. (4) The reactants are Cl[C:2]1[CH:3]=[C:4]([C:9]2[N:13]3[C:14]4[N:22]=[C:21]([O:23][CH3:24])[CH:20]=[CH:19][C:15]=4[N:16]=[C:17]([CH3:18])[C:12]3=[C:11]([CH3:25])[N:10]=2)[CH:5]=[C:6](Cl)[CH:7]=1.[C:26](C1C=CC=CC=1B(O)O)#[N:27].C([O-])([O-])=[O:38].[K+].[K+]. The catalyst is C1C=CC([P]([Pd]([P](C2C=CC=CC=2)(C2C=CC=CC=2)C2C=CC=CC=2)([P](C2C=CC=CC=2)(C2C=CC=CC=2)C2C=CC=CC=2)[P](C2C=CC=CC=2)(C2C=CC=CC=2)C2C=CC=CC=2)(C2C=CC=CC=2)C2C=CC=CC=2)=CC=1. The product is [CH3:24][O:23][C:21]1[CH:20]=[CH:19][C:15]2[N:16]=[C:17]([CH3:18])[C:12]3[N:13]([C:9]([C:4]4[CH:5]=[CH:6][CH:7]=[CH:2][C:3]=4[C:26]([NH2:27])=[O:38])=[N:10][C:11]=3[CH3:25])[C:14]=2[N:22]=1. The yield is 0.330. (5) The reactants are [CH:1]([C:4]1[CH:5]=[C:6]([OH:10])[CH:7]=[CH:8][CH:9]=1)([CH3:3])[CH3:2].C(=O)([O-])[O-].[K+].[K+].[CH2:17](Br)[C:18]1[CH:23]=[CH:22][CH:21]=[CH:20][CH:19]=1. The catalyst is CC(C)=O. The product is [CH:1]([C:4]1[CH:9]=[CH:8][CH:7]=[C:6]([O:10][CH2:17][C:18]2[CH:23]=[CH:22][CH:21]=[CH:20][CH:19]=2)[CH:5]=1)([CH3:3])[CH3:2]. The yield is 1.00. (6) The reactants are [C:1]([N:4]1[C:13]2[C:8](=[CH:9][C:10]([C:14](O)=[O:15])=[CH:11][CH:12]=2)[C@H:7]([NH:17][C:18]2[CH:23]=[CH:22][C:21]([N:24]3[CH2:29][CH2:28][O:27][CH2:26][CH2:25]3)=[CH:20][CH:19]=2)[CH2:6][C@@H:5]1[CH3:30])(=[O:3])[CH3:2].[CH:31]([NH2:34])([CH3:33])[CH3:32]. No catalyst specified. The product is [C:1]([N:4]1[C:13]2[C:8](=[CH:9][C:10]([C:14]([NH:34][CH:31]([CH3:33])[CH3:32])=[O:15])=[CH:11][CH:12]=2)[C@H:7]([NH:17][C:18]2[CH:23]=[CH:22][C:21]([N:24]3[CH2:25][CH2:26][O:27][CH2:28][CH2:29]3)=[CH:20][CH:19]=2)[CH2:6][C@@H:5]1[CH3:30])(=[O:3])[CH3:2]. The yield is 0.860.